This data is from NCI-60 drug combinations with 297,098 pairs across 59 cell lines. The task is: Regression. Given two drug SMILES strings and cell line genomic features, predict the synergy score measuring deviation from expected non-interaction effect. (1) Drug 1: COC1=C(C=C2C(=C1)N=CN=C2NC3=CC(=C(C=C3)F)Cl)OCCCN4CCOCC4. Drug 2: CCC1(CC2CC(C3=C(CCN(C2)C1)C4=CC=CC=C4N3)(C5=C(C=C6C(=C5)C78CCN9C7C(C=CC9)(C(C(C8N6C=O)(C(=O)OC)O)OC(=O)C)CC)OC)C(=O)OC)O.OS(=O)(=O)O. Cell line: MOLT-4. Synergy scores: CSS=78.1, Synergy_ZIP=12.5, Synergy_Bliss=14.7, Synergy_Loewe=-14.6, Synergy_HSA=13.7. (2) Drug 1: C1=CN(C=N1)CC(O)(P(=O)(O)O)P(=O)(O)O. Drug 2: C(=O)(N)NO. Cell line: CCRF-CEM. Synergy scores: CSS=8.77, Synergy_ZIP=-2.38, Synergy_Bliss=-2.79, Synergy_Loewe=-0.599, Synergy_HSA=-2.72. (3) Drug 1: CNC(=O)C1=CC=CC=C1SC2=CC3=C(C=C2)C(=NN3)C=CC4=CC=CC=N4. Drug 2: C1=CC(=CC=C1CC(C(=O)O)N)N(CCCl)CCCl.Cl. Cell line: 786-0. Synergy scores: CSS=28.8, Synergy_ZIP=-3.23, Synergy_Bliss=1.65, Synergy_Loewe=-0.789, Synergy_HSA=-0.358. (4) Drug 1: CCC1=CC2CC(C3=C(CN(C2)C1)C4=CC=CC=C4N3)(C5=C(C=C6C(=C5)C78CCN9C7C(C=CC9)(C(C(C8N6C)(C(=O)OC)O)OC(=O)C)CC)OC)C(=O)OC.C(C(C(=O)O)O)(C(=O)O)O. Drug 2: C1CC(C1)(C(=O)O)C(=O)O.[NH2-].[NH2-].[Pt+2]. Cell line: UO-31. Synergy scores: CSS=8.15, Synergy_ZIP=-5.86, Synergy_Bliss=-5.54, Synergy_Loewe=-0.775, Synergy_HSA=-0.670. (5) Drug 1: C1CCC(CC1)NC(=O)N(CCCl)N=O. Drug 2: CC(C1=C(C=CC(=C1Cl)F)Cl)OC2=C(N=CC(=C2)C3=CN(N=C3)C4CCNCC4)N. Cell line: UO-31. Synergy scores: CSS=9.99, Synergy_ZIP=-3.40, Synergy_Bliss=-2.93, Synergy_Loewe=-1.17, Synergy_HSA=-0.986. (6) Cell line: OVCAR-8. Drug 2: CC1=CC2C(CCC3(C2CCC3(C(=O)C)OC(=O)C)C)C4(C1=CC(=O)CC4)C. Synergy scores: CSS=18.5, Synergy_ZIP=4.02, Synergy_Bliss=10.3, Synergy_Loewe=8.05, Synergy_HSA=9.14. Drug 1: CC1=C(C=C(C=C1)NC2=NC=CC(=N2)N(C)C3=CC4=NN(C(=C4C=C3)C)C)S(=O)(=O)N.Cl. (7) Drug 1: COC1=NC(=NC2=C1N=CN2C3C(C(C(O3)CO)O)O)N. Drug 2: C1=CC=C(C=C1)NC(=O)CCCCCCC(=O)NO. Cell line: OVCAR-8. Synergy scores: CSS=31.4, Synergy_ZIP=-0.728, Synergy_Bliss=-0.712, Synergy_Loewe=-57.3, Synergy_HSA=-7.63.